From a dataset of Catalyst prediction with 721,799 reactions and 888 catalyst types from USPTO. Predict which catalyst facilitates the given reaction. Reactant: Cl[C:2]1[CH:7]=[C:6]([Cl:8])[N:5]=[C:4]([C:9]2[CH:14]=[CH:13][CH:12]=[CH:11][CH:10]=2)[N:3]=1.[F:15][C:16]([F:34])([F:33])[C:17]1[CH:22]=[CH:21][CH:20]=[CH:19][C:18]=1[CH2:23][NH:24][C:25]([CH:27]1[CH2:32][CH2:31][NH:30][CH2:29][CH2:28]1)=[O:26].[OH-].[Na+]. Product: [Cl:8][C:6]1[N:5]=[C:4]([C:9]2[CH:14]=[CH:13][CH:12]=[CH:11][CH:10]=2)[N:3]=[C:2]([N:30]2[CH2:31][CH2:32][CH:27]([C:25]([NH:24][CH2:23][C:18]3[CH:19]=[CH:20][CH:21]=[CH:22][C:17]=3[C:16]([F:15])([F:33])[F:34])=[O:26])[CH2:28][CH2:29]2)[CH:7]=1. The catalyst class is: 12.